From a dataset of Full USPTO retrosynthesis dataset with 1.9M reactions from patents (1976-2016). Predict the reactants needed to synthesize the given product. (1) The reactants are: [Br:1][C:2]1[C:3]([F:11])=[C:4]2[CH:10]=[CH:9][NH:8][C:5]2=[N:6][CH:7]=1.[N+:12]([O-])([OH:14])=[O:13]. Given the product [Br:1][C:2]1[C:3]([F:11])=[C:4]2[C:10]([N+:12]([O-:14])=[O:13])=[CH:9][NH:8][C:5]2=[N:6][CH:7]=1, predict the reactants needed to synthesize it. (2) Given the product [F:10][C:7]([F:8])([F:9])[C:6]([NH:27][CH:22]1[CH2:21][C:20]2[C:24](=[CH:25][CH:26]=[C:18]([N+:15]([O-:17])=[O:16])[CH:19]=2)[CH2:23]1)=[O:11], predict the reactants needed to synthesize it. The reactants are: [F:8][C:7]([F:10])([F:9])[C:6](O[C:6](=[O:11])[C:7]([F:10])([F:9])[F:8])=[O:11].Cl.[N+:15]([C:18]1[CH:19]=[C:20]2[C:24](=[CH:25][CH:26]=1)[CH2:23][CH:22]([NH2:27])[CH2:21]2)([O-:17])=[O:16].C(N(CC)CC)C. (3) Given the product [Br:1][C:2]1[N:6]([C:25]([O:26][C:27]([CH3:30])([CH3:29])[CH3:28])=[O:31])[CH:5]=[C:4]([CH:7]=[O:8])[CH:3]=1, predict the reactants needed to synthesize it. The reactants are: [Br:1][C:2]1[NH:6][CH:5]=[C:4]([CH:7]=[O:8])[CH:3]=1.CN(C1C=CC=CN=1)C.C(N(CC)CC)C.[C:25](O[C:25]([O:26][C:27]([CH3:30])([CH3:29])[CH3:28])=[O:31])(=[O:31])[O:26][C:27]([CH3:30])([CH3:29])[CH3:28].